From a dataset of Full USPTO retrosynthesis dataset with 1.9M reactions from patents (1976-2016). Predict the reactants needed to synthesize the given product. (1) Given the product [Br:1][C:2]1[CH:7]=[CH:6][CH:5]=[CH:4][C:3]=1[CH:8]=[CH:9][C:10]1[C:18]2[C:13](=[CH:14][CH:15]=[CH:16][CH:17]=2)[N:12]([CH:20]2[CH2:21][CH2:22][CH2:23][CH2:24][O:19]2)[N:11]=1, predict the reactants needed to synthesize it. The reactants are: [Br:1][C:2]1[CH:7]=[CH:6][CH:5]=[CH:4][C:3]=1/[CH:8]=[CH:9]/[C:10]1[C:18]2[C:13](=[CH:14][CH:15]=[CH:16][CH:17]=2)[NH:12][N:11]=1.[O:19]1[CH:24]=[CH:23][CH2:22][CH2:21][CH2:20]1.O.C1(C)C=CC(S(O)(=O)=O)=CC=1.C(=O)([O-])O.[Na+]. (2) Given the product [OH:24][CH2:23][CH2:22][CH2:21][CH2:20][CH2:19][CH2:18][O:1][C:2]1[CH:3]=[CH:4][C:5]([CH:6]=[CH:7][C:8]([OH:10])=[O:9])=[CH:11][CH:12]=1, predict the reactants needed to synthesize it. The reactants are: [OH:1][C:2]1[CH:12]=[CH:11][C:5]([CH:6]=[CH:7][C:8]([OH:10])=[O:9])=[CH:4][CH:3]=1.[I-].[K+].[OH-].[K+].Cl[CH2:18][CH2:19][CH2:20][CH2:21][CH2:22][CH2:23][OH:24].